Task: Predict which catalyst facilitates the given reaction.. Dataset: Catalyst prediction with 721,799 reactions and 888 catalyst types from USPTO Reactant: [C:1]([O:4][C:5]1[CH:11]=[CH:10][CH:9]=[C:7]([OH:8])[CH:6]=1)(=[O:3])[CH3:2].C([O-])([O-])=O.[K+].[K+].[CH2:18](Br)[CH:19]=[CH2:20]. Product: [C:1]([O:4][C:5]1[CH:11]=[CH:10][CH:9]=[C:7]([O:8][CH2:20][CH:19]=[CH2:18])[CH:6]=1)(=[O:3])[CH3:2]. The catalyst class is: 39.